Dataset: Full USPTO retrosynthesis dataset with 1.9M reactions from patents (1976-2016). Task: Predict the reactants needed to synthesize the given product. (1) Given the product [CH3:14][C:11]1[CH:12]=[CH:13][C:8]([NH:7][C:5]([C:4]2[CH:16]=[CH:17][C:18]3[N:19]=[C:32]([C:28]4[C:27]([CH3:34])=[CH:26][C:25]([CH2:24][CH2:23][C:22]([OH:35])=[O:21])=[CH:30][C:29]=4[CH3:31])[NH:1][C:2]=3[CH:3]=2)=[O:6])=[N:9][C:10]=1[CH3:15], predict the reactants needed to synthesize it. The reactants are: [NH2:1][C:2]1[CH:3]=[C:4]([CH:16]=[CH:17][C:18]=1[NH2:19])[C:5]([NH:7][C:8]1[CH:13]=[CH:12][C:11]([CH3:14])=[C:10]([CH3:15])[N:9]=1)=[O:6].C[O:21][C:22](=[O:35])[CH2:23][CH2:24][C:25]1[CH:30]=[C:29]([CH3:31])[C:28]([CH:32]=O)=[C:27]([CH3:34])[CH:26]=1. (2) Given the product [CH3:1][O:2][C:3]1[CH:20]=[C:19]([O:21][CH3:22])[CH:18]=[C:17]2[C:4]=1[C@@:5]1([CH3:26])[C@H:14]([CH2:15][S:16]2=[O:32])[C@:13]2([CH3:23])[C@H:8]([C:9]([CH3:25])([CH3:24])[CH2:10][CH2:11][CH2:12]2)[CH2:7][CH2:6]1, predict the reactants needed to synthesize it. The reactants are: [CH3:1][O:2][C:3]1[CH:20]=[C:19]([O:21][CH3:22])[CH:18]=[C:17]2[C:4]=1[C@@:5]1([CH3:26])[C@H:14]([CH2:15][S:16]2)[C@:13]2([CH3:23])[C@H:8]([C:9]([CH3:25])([CH3:24])[CH2:10][CH2:11][CH2:12]2)[CH2:7][CH2:6]1.ClC1C=C(C=CC=1)C(OO)=[O:32]. (3) Given the product [CH3:8][O:7][C:5](=[O:6])[CH2:4][C:3]1([C:14]([O:16][C:17]([CH3:20])([CH3:19])[CH3:18])=[O:15])[CH2:9][C:10](=[O:11])[NH:2][CH2:1]1, predict the reactants needed to synthesize it. The reactants are: [C:1]([C:3]([C:14]([O:16][C:17]([CH3:20])([CH3:19])[CH3:18])=[O:15])([CH2:9][C:10](OC)=[O:11])[CH2:4][C:5]([O:7][CH3:8])=[O:6])#[N:2].[H][H]. (4) Given the product [CH3:10][O:11][CH2:2][CH2:3][CH2:4][CH2:5][C:6]([O:8][CH3:9])=[O:7], predict the reactants needed to synthesize it. The reactants are: Br[CH2:2][CH2:3][CH2:4][CH2:5][C:6]([O:8][CH3:9])=[O:7].[CH3:10][O-:11].[Na+].